Binary Classification. Given a drug SMILES string, predict its activity (active/inactive) in a high-throughput screening assay against a specified biological target. From a dataset of Choline transporter screen with 302,306 compounds. (1) The drug is S(c1c2ncccc2ccc1)c1c([N+]([O-])=O)cc([N+]([O-])=O)cc1. The result is 0 (inactive). (2) The molecule is Fc1cc(NC(=O)CCN2CCc3c(C2)cccc3)ccc1F. The result is 0 (inactive). (3) The drug is o1c2c(cc1/C(=N\O)c1ccccc1)cccc2OC. The result is 0 (inactive). (4) The drug is Brc1cnc(N\N=C\c2cc([N+]([O-])=O)ccc2)nc1. The result is 0 (inactive).